This data is from Forward reaction prediction with 1.9M reactions from USPTO patents (1976-2016). The task is: Predict the product of the given reaction. (1) Given the reactants [Cl:1][C:2]1[CH:3]=[C:4]([C:9]2([C:21]([F:24])([F:23])[F:22])[O:13][N:12]=[C:11]([C:14]3[CH:20]=[CH:19][C:17]([NH2:18])=[CH:16][CH:15]=3)[CH2:10]2)[CH:5]=[C:6]([Cl:8])[CH:7]=1.C(N[NH:28][CH:29]=O)=O.[CH2:31]([N:33](CC)CC)C.C[Si](C)(C)Cl, predict the reaction product. The product is: [Cl:1][C:2]1[CH:3]=[C:4]([C:9]2([C:21]([F:22])([F:24])[F:23])[O:13][N:12]=[C:11]([C:14]3[CH:15]=[CH:16][C:17]([N:18]4[CH:29]=[N:28][CH:31]=[N:33]4)=[CH:19][CH:20]=3)[CH2:10]2)[CH:5]=[C:6]([Cl:8])[CH:7]=1. (2) Given the reactants [CH2:1]([N:5]1[CH2:10][CH2:9][CH:8]([O:11][C:12]2[C:20]([CH3:21])=[CH:19][C:15]([C:16]([OH:18])=O)=[CH:14][C:13]=2[CH3:22])[CH2:7][CH2:6]1)[CH2:2][CH2:3][CH3:4].[B-](F)(F)(F)F.CCOC(C(C#N)=NOC(N(C)C)=[N+](C)C)=O.[NH2:45][C:46]1[CH:69]=[CH:68][C:49]([O:50][C:51]2[CH:56]=[CH:55][C:54]([NH:57][C:58]([NH:60][CH:61]([CH2:64][CH3:65])[CH2:62][CH3:63])=[O:59])=[CH:53][C:52]=2[O:66][CH3:67])=[CH:48][CH:47]=1, predict the reaction product. The product is: [CH2:1]([N:5]1[CH2:6][CH2:7][CH:8]([O:11][C:12]2[C:13]([CH3:22])=[CH:14][C:15]([C:16]([NH:45][C:46]3[CH:69]=[CH:68][C:49]([O:50][C:51]4[CH:56]=[CH:55][C:54]([NH:57][C:58]([NH:60][CH:61]([CH2:62][CH3:63])[CH2:64][CH3:65])=[O:59])=[CH:53][C:52]=4[O:66][CH3:67])=[CH:48][CH:47]=3)=[O:18])=[CH:19][C:20]=2[CH3:21])[CH2:9][CH2:10]1)[CH2:2][CH2:3][CH3:4].